This data is from Catalyst prediction with 721,799 reactions and 888 catalyst types from USPTO. The task is: Predict which catalyst facilitates the given reaction. (1) Reactant: [Br:1][C:2]1[CH:10]=[CH:9][CH:8]=[C:7]2[C:3]=1[C:4]([C:16]1[C:21](O)=[CH:20][CH:19]=[C:18]([O:23][CH3:24])[N:17]=1)([CH2:14][OH:15])[C:5](=[O:13])[N:6]2CO.C(P(CCCC)CCCC)CCC.N(C(OC(C)(C)C)=O)=NC(OC(C)(C)C)=O.[OH-].[NH4+]. Product: [Br:1][C:2]1[CH:10]=[CH:9][CH:8]=[C:7]2[C:3]=1[C:4]1([C:16]3=[N:17][C:18]([O:23][CH3:24])=[CH:19][CH:20]=[C:21]3[O:15][CH2:14]1)[C:5](=[O:13])[NH:6]2. The catalyst class is: 7. (2) Reactant: [CH2:1]([C:3]1([S:6]([O:9]CCCC)(=[O:8])=[O:7])[CH2:5][CH2:4]1)[CH3:2].[S-]C#N.[K+:17]. Product: [CH2:1]([C:3]1([S:6]([O-:9])(=[O:8])=[O:7])[CH2:5][CH2:4]1)[CH3:2].[K+:17]. The catalyst class is: 38. (3) Reactant: O.O.[Sn](Cl)Cl.[CH3:6][O:7][C:8]1[CH:33]=[CH:32][C:11]([CH2:12][NH:13][C:14]2[C:19]([N+:20]([O-])=O)=[CH:18][N:17]=[C:16]([NH:23][C:24]3[N:25]=[CH:26][C:27]([C:30]#[N:31])=[N:28][CH:29]=3)[CH:15]=2)=[CH:10][CH:9]=1. Product: [CH3:6][O:7][C:8]1[CH:9]=[CH:10][C:11]([CH2:12][NH:13][C:14]2[C:19]([NH2:20])=[CH:18][N:17]=[C:16]([NH:23][C:24]3[N:25]=[CH:26][C:27]([C:30]#[N:31])=[N:28][CH:29]=3)[CH:15]=2)=[CH:32][CH:33]=1. The catalyst class is: 14. (4) Reactant: S(Cl)([Cl:3])=O.[N+:5]([C:8]1[CH:13]=[CH:12][CH:11]=[CH:10][C:9]=1[C:14]1[S:15][C:16]2[C:21]([N:22]=1)=[CH:20][C:19]([CH2:23]O)=[CH:18][N:17]=2)([O-:7])=[O:6].CN(C=O)C. Product: [Cl:3][CH2:23][C:19]1[CH:20]=[C:21]2[N:22]=[C:14]([C:9]3[CH:10]=[CH:11][CH:12]=[CH:13][C:8]=3[N+:5]([O-:7])=[O:6])[S:15][C:16]2=[N:17][CH:18]=1. The catalyst class is: 2.